Task: Binary Classification. Given a miRNA mature sequence and a target amino acid sequence, predict their likelihood of interaction.. Dataset: Experimentally validated miRNA-target interactions with 360,000+ pairs, plus equal number of negative samples (1) The miRNA is hsa-miR-1205 with sequence UCUGCAGGGUUUGCUUUGAG. The protein sequence of the target gene is MGCKVLLNIGQQMLRRKVVDCSREETRLSRCLNTFDLVALGVGSTLGAGVYVLAGAVARENAGPAIVISFLIAALASVLAGLCYGEFGARVPKTGSAYLYSYVTVGELWAFITGWNLILSYIIGTSSVARAWSATFDELIGRPIGEFSRTHMTLNAPGVLAENPDIFAVIIILILTGLLTLGVKESAMVNKIFTCINVLVLGFIMVSGFVKGSVKNWQLTEEDFGNTSGRLCLNNDTKEGKPGVGGFMPFGFSGVLSGAATCFYAFVGFDCIATTGEEVKNPQKAIPVGIVASLLICFIA.... Result: 1 (interaction). (2) The miRNA is mmu-miR-374b-5p with sequence AUAUAAUACAACCUGCUAAGUG. The protein sequence of the target gene is MAAHLSYGRVNLNVLREAVRRELREFLDKCAGSKAIVWDEYLTGPFGLIAQYSLLKEHEVEKMFTLKGNRLPAADVKNIIFFVRPRLELMDIIAENVLSEDRRGPTRDFHILFVPRRSLLCEQRLKDLGVLGSFIHREEYSLDLIPFDGDLLSMESEGAFKECYLEGDQTSLYHAAKGLMTLQALYGTIPQIFGKGECARQVANMMIRMKREFTGSQNSIFPVFDNLLLLDRNVDLLTPLATQLTYEGLIDEIYGIQNSYVKLPPEKFAPKKQGDGGKDLPTEAKKLQLNSAEELYAEIR.... Result: 0 (no interaction). (3) The miRNA is mmu-miR-3072-3p with sequence UGCCCCCUCCAGGAAGCCUUCU. The protein sequence of the target gene is MEQTDCKPYQPLPKVKHEMDLAYTSSSDESEDGRKPRQSYNSRETLHEYNQELRMNYNSQSRKRKEVEKSTQEMEFCETSHTLCSGYQTDMHSVSRHGYQLEMGSDVDTETEGAASPDHALRMWIRGMKSEHSSCLSSRANSALSLTDTDHERKSDGENGFKFSPVCCDMEAQAGSTQDVQSSPHNQFTFRPLPPPPPPPHACTCARKPPPAADSLQRRSMTTRSQPSPAAPAPPTSTQDSVHLHNSWVLNSNIPLETRHFLFKHGSGSSAIFSAASQNYPLTSNTVYSPPPRPLPRSTF.... Result: 0 (no interaction). (4) The miRNA is hsa-miR-6873-3p with sequence UUCUCUCUGUCUUUCUCUCUCAG. The protein sequence of the target gene is MSKAHKPWPYRRRSQFSSRKYLKKEMNSFQQQPPPFGTVPPQMMFPPNWQGAEKDAAFLAKDFNFLTLNNQPPPGNRSQPRAMGPENNLYSQYEQKVRPCIDLIDSLRALGVEQDLALPAIAVIGDQSSGKSSVLEALSGVALPRGSGIVTRCPLVLKLKKQPCEAWAGRISYRNTELELQDPGQVEKEIHKAQNVMAGNGRGISHELISLEITSPEVPDLTIIDLPGITRVAVDNQPRDIGLQIKALIKKYIQRQQTINLVVVPCNVDIATTEALSMAHEVDPEGDRTIGILTKPDLMD.... Result: 1 (interaction).